From a dataset of Full USPTO retrosynthesis dataset with 1.9M reactions from patents (1976-2016). Predict the reactants needed to synthesize the given product. (1) Given the product [Cl:1][C:2]1[CH:3]=[CH:4][C:5]2[N:11]3[CH:12]=[CH:13][CH:14]=[C:10]3[C@@H:9]([CH2:15][CH2:16][C:17]([N:47]3[CH2:48][C:49](=[O:50])[NH:44][C:45](=[O:51])[CH2:46]3)=[O:19])[O:8][C@H:7]([C:20]3[CH:25]=[CH:24][CH:23]=[C:22]([O:26][CH3:27])[C:21]=3[O:28][CH3:29])[C:6]=2[CH:30]=1, predict the reactants needed to synthesize it. The reactants are: [Cl:1][C:2]1[CH:3]=[CH:4][C:5]2[N:11]3[CH:12]=[CH:13][CH:14]=[C:10]3[C@@H:9]([CH2:15][CH2:16][C:17]([OH:19])=O)[O:8][C@H:7]([C:20]3[CH:25]=[CH:24][CH:23]=[C:22]([O:26][CH3:27])[C:21]=3[O:28][CH3:29])[C:6]=2[CH:30]=1.Cl.C(N=C=NCCCN(C)C)C.Cl.[NH:44]1[C:49](=[O:50])[CH2:48][NH:47][CH2:46][C:45]1=[O:51].O.ON1C2C=CC=CC=2N=N1. (2) Given the product [CH:10]1[C:11]2[CH:12]([CH2:14][O:15][C:16](=[O:17])[NH:18][C:19]([C:20](=[O:21])[NH:49][C@H:50]3[CH2:55][CH2:54][CH2:53][N:52]([CH2:56][C:57]4[CH:78]=[CH:77][C:60]([C:61](=[O:62])[NH:63][CH2:64][C:65]5[CH:70]=[C:69]([Cl:71])[CH:68]=[CH:67][C:66]=5[S:72]([CH2:75][CH3:76])(=[O:74])=[O:73])=[CH:59][C:58]=4[C:79]([F:81])([F:82])[F:80])[CH2:51]3)([CH3:24])[CH3:23])[C:13]3[C:5](=[CH:4][CH:3]=[CH:2][CH:1]=3)[C:6]=2[CH:7]=[CH:8][CH:9]=1, predict the reactants needed to synthesize it. The reactants are: [CH:1]1[C:13]2[CH:12]([CH2:14][O:15][C:16]([NH:18][C:19]([CH3:24])([CH3:23])[C:20](O)=[O:21])=[O:17])[C:11]3[C:6](=[CH:7][CH:8]=[CH:9][CH:10]=3)[C:5]=2[CH:4]=[CH:3][CH:2]=1.CN(C(ON1N=NC2C=CC=NC1=2)=[N+](C)C)C.F[P-](F)(F)(F)(F)F.[NH2:49][C@H:50]1[CH2:55][CH2:54][CH2:53][N:52]([CH2:56][C:57]2[CH:78]=[CH:77][C:60]([C:61]([NH:63][CH2:64][C:65]3[CH:70]=[C:69]([Cl:71])[CH:68]=[CH:67][C:66]=3[S:72]([CH2:75][CH3:76])(=[O:74])=[O:73])=[O:62])=[CH:59][C:58]=2[C:79]([F:82])([F:81])[F:80])[CH2:51]1.CCN(C(C)C)C(C)C.